Dataset: Tox21: 12 toxicity assays (nuclear receptors and stress response pathways). Task: Binary classification across 12 toxicity assays. (1) The molecule is CC[C@H]1C[C@@H]2C[C@H]3c4[nH]c5ccc(OC)cc5c4CCN(C2)[C@@H]13. It tested positive (active) for: SR-HSE (Heat Shock Element response). (2) The molecule is CC(=O)CCC(=O)[O-].CC(=O)CCC(=O)[O-]. It tested positive (active) for: NR-ER (Estrogen Receptor agonist activity). (3) The compound is CC1COC(Cn2cncn2)(c2ccc(Oc3ccc(Cl)cc3)cc2Cl)O1. It tested positive (active) for: SR-ARE (Antioxidant Response Element (oxidative stress)). (4) The drug is O=C=Nc1ccc(Cl)cc1. It tested positive (active) for: SR-MMP (Mitochondrial Membrane Potential disruption). (5) The molecule is C#C[C@]1(O)CC[C@H]2[C@H]3[C@H](CC[C@@]21C)C1=C(CC(=O)CC1)C[C@H]3C. It tested positive (active) for: NR-AR (Androgen Receptor agonist activity), NR-AR-LBD (Androgen Receptor Ligand Binding Domain agonist), NR-ER (Estrogen Receptor agonist activity), and NR-ER-LBD (Estrogen Receptor Ligand Binding Domain agonist).